From a dataset of Catalyst prediction with 721,799 reactions and 888 catalyst types from USPTO. Predict which catalyst facilitates the given reaction. (1) Reactant: [CH2:1]([N:8]1[CH:40]=[N:39][C:38]2[N:13]([C@@H:14]3[O:37][C@H:27]([CH2:28][O:29][CH2:30][C:31]4[CH:36]=[CH:35][CH:34]=[CH:33][CH:32]=4)[C@@H:21](OC(SC)=S)[C@H:15]3OC(SC)=S)[CH:12]=[N:11][C:10]=2[C:9]1=[O:41])[C:2]1[CH:7]=[CH:6][CH:5]=[CH:4][CH:3]=1.[PH2](O)=O.C(N1CCCCC1)C.N(C(C)(C)C#N)=NC(C)(C)C#N. Product: [CH2:1]([N:8]1[CH:40]=[N:39][C:38]2[N:13]([C@@H:14]3[O:37][C@H:27]([CH2:28][O:29][CH2:30][C:31]4[CH:36]=[CH:35][CH:34]=[CH:33][CH:32]=4)[CH:21]=[CH:15]3)[CH:12]=[N:11][C:10]=2[C:9]1=[O:41])[C:2]1[CH:7]=[CH:6][CH:5]=[CH:4][CH:3]=1. The catalyst class is: 10. (2) Reactant: [Mg].Br[CH2:3][CH:4]1[CH2:7][CH2:6][CH2:5]1.[C:8](OCC)(=[O:14])[C:9]([O:11][CH2:12][CH3:13])=[O:10]. Product: [CH2:12]([O:11][C:9](=[O:10])[C:8](=[O:14])[CH2:3][CH:4]1[CH2:7][CH2:6][CH2:5]1)[CH3:13]. The catalyst class is: 1. (3) Reactant: [NH2:1][CH2:2][CH:3]([OH:13])[CH2:4][C:5]1[CH:10]=[CH:9][C:8]([O:11][CH3:12])=[CH:7][CH:6]=1.C(N(CC)CC)C.Cl[C:22]1[N:27]([CH3:28])[C:26](=[O:29])[C:25]([C:30]2[CH:39]=[CH:38][C:37]3[C:32](=[CH:33][CH:34]=[CH:35][CH:36]=3)[CH:31]=2)=[C:24]([C:40]2[CH:45]=[CH:44][N:43]=[CH:42][CH:41]=2)[N:23]=1. Product: [OH:13][CH:3]([CH2:4][C:5]1[CH:10]=[CH:9][C:8]([O:11][CH3:12])=[CH:7][CH:6]=1)[CH2:2][NH:1][C:22]1[N:27]([CH3:28])[C:26](=[O:29])[C:25]([C:30]2[CH:39]=[CH:38][C:37]3[C:32](=[CH:33][CH:34]=[CH:35][CH:36]=3)[CH:31]=2)=[C:24]([C:40]2[CH:45]=[CH:44][N:43]=[CH:42][CH:41]=2)[N:23]=1. The catalyst class is: 4. (4) Reactant: C(OC(=O)N([CH:12]1[O:26][C:16]2=[C:17]3[C:22](=[CH:23][CH:24]=[C:15]2[O:14][CH2:13]1)[N:21]=[C:20]([CH3:25])[CH:19]=[CH:18]3)CCC=O)(C)(C)C.[O:28]1[C:33]2[CH:34]=[CH:35][CH:36]=[CH:37][C:32]=2[NH:31][CH2:30][CH2:29]1.[BH3-][C:39]#[N:40].[Na+].[OH-].[Na+].[C:44](O)([C:46](F)(F)F)=O.[CH3:51]O. Product: [O:28]1[C:33]2[CH:34]=[CH:35][CH:36]=[CH:37][C:32]=2[N:31]([CH2:51][CH2:44][CH2:46][NH:40][CH2:39][C@@H:12]2[O:26][C:16]3=[C:17]4[C:22](=[CH:23][CH:24]=[C:15]3[O:14][CH2:13]2)[N:21]=[C:20]([CH3:25])[CH:19]=[CH:18]4)[CH2:30][CH2:29]1. The catalyst class is: 585. (5) Reactant: Cl.[N+:2]([C:5]1[CH:6]=[C:7]([CH:13]=[CH:14][CH:15]=1)[O:8][CH2:9][CH2:10][CH2:11][NH2:12])([O-:4])=[O:3].[C:16]1(=[O:22])[O:21][C:19](=[O:20])[CH2:18][CH2:17]1.N1C=CC=CC=1. Product: [N+:2]([C:5]1[CH:6]=[C:7]([CH:13]=[CH:14][CH:15]=1)[O:8][CH2:9][CH2:10][CH2:11][NH:12][C:16](=[O:22])[CH2:17][CH2:18][C:19]([OH:21])=[O:20])([O-:4])=[O:3]. The catalyst class is: 4.